Predict which catalyst facilitates the given reaction. From a dataset of Catalyst prediction with 721,799 reactions and 888 catalyst types from USPTO. (1) Reactant: [Br:1][C:2]1[CH:7]=[CH:6][C:5]([OH:8])=[CH:4][CH:3]=1.[C:9]([O:13][C:14](=[O:20])[NH:15][CH2:16][C@H:17](O)[CH3:18])([CH3:12])([CH3:11])[CH3:10].C1(P(C2C=CC=CC=2)C2C=CC=CC=2)C=CC=CC=1.N(C(OC(C)(C)C)=O)=NC(OC(C)(C)C)=O. Product: [C:9]([O:13][C:14](=[O:20])[NH:15][CH2:16][C@@H:17]([O:8][C:5]1[CH:6]=[CH:7][C:2]([Br:1])=[CH:3][CH:4]=1)[CH3:18])([CH3:12])([CH3:11])[CH3:10]. The catalyst class is: 11. (2) Product: [F:1][C:2]1[CH:7]=[CH:6][C:5]([C:8]2[C:9](=[O:24])[NH:10][N:11]=[CH:12][C:13]=2[C:14]2[CH:19]=[CH:18][C:17]([S:20]([CH3:23])(=[O:22])=[O:21])=[CH:16][CH:15]=2)=[CH:4][CH:3]=1. The catalyst class is: 15. Reactant: [F:1][C:2]1[CH:7]=[CH:6][C:5]([CH:8]2[CH:13]([C:14]3[CH:19]=[CH:18][C:17]([S:20]([CH3:23])(=[O:22])=[O:21])=[CH:16][CH:15]=3)[CH:12]=[N:11][NH:10][C:9]2=[O:24])=[CH:4][CH:3]=1.BrBr.